Dataset: Catalyst prediction with 721,799 reactions and 888 catalyst types from USPTO. Task: Predict which catalyst facilitates the given reaction. (1) Reactant: [C:1](Cl)(=O)[C:2]([Cl:4])=[O:3].[Cl:7][CH2:8][C:9]1[N:10]=[C:11]([C:14]2[CH:22]=[CH:21]C(C(O)=O)=[CH:16][CH:15]=2)[S:12][CH:13]=1.CN(C=O)C. Product: [Cl:7][CH2:8][C:9]1[N:10]=[C:11]([C:14]2[CH:22]=[CH:21][C:1]([C:2]([Cl:4])=[O:3])=[CH:16][CH:15]=2)[S:12][CH:13]=1. The catalyst class is: 2. (2) Reactant: [Br:1][C:2]1[C:3](Cl)=[N:4][C:5]([S:8][CH3:9])=[N:6][CH:7]=1.[NH2:11][NH2:12]. Product: [Br:1][C:2]1[C:3]([NH:11][NH2:12])=[N:4][C:5]([S:8][CH3:9])=[N:6][CH:7]=1. The catalyst class is: 8.